Dataset: Forward reaction prediction with 1.9M reactions from USPTO patents (1976-2016). Task: Predict the product of the given reaction. (1) Given the reactants [CH3:1][O:2][CH2:3][C:4]1[CH:9]=[CH:8][C:7]([C:10]2([OH:16])[CH2:15][CH2:14][NH:13][CH2:12][CH2:11]2)=[CH:6][CH:5]=1.C(N(CC)CC)C.[CH2:24]([O:31][C:32]1[CH:37]=[CH:36][C:35]([C:38](=[O:41])[CH2:39]Br)=[CH:34][C:33]=1[Cl:42])[C:25]1[CH:30]=[CH:29][CH:28]=[CH:27][CH:26]=1.O, predict the reaction product. The product is: [CH2:24]([O:31][C:32]1[CH:37]=[CH:36][C:35]([C:38](=[O:41])[CH2:39][N:13]2[CH2:14][CH2:15][C:10]([OH:16])([C:7]3[CH:6]=[CH:5][C:4]([CH2:3][O:2][CH3:1])=[CH:9][CH:8]=3)[CH2:11][CH2:12]2)=[CH:34][C:33]=1[Cl:42])[C:25]1[CH:26]=[CH:27][CH:28]=[CH:29][CH:30]=1. (2) The product is: [Cl:24][C:21]1[CH:20]=[CH:19][C:18]([C:7]2[N:8]3[CH2:9][C:10]4[CH:11]=[CH:12][CH:13]=[CH:14][C:15]=4[CH2:16][C:17]3=[C:5]([CH2:3][OH:2])[C:6]=2[CH2:25][OH:26])=[CH:23][CH:22]=1. Given the reactants C[O:2][C:3]([C:5]1[C:6]([C:25](OC)=[O:26])=[C:7]([C:18]2[CH:23]=[CH:22][C:21]([Cl:24])=[CH:20][CH:19]=2)[N:8]2[C:17]=1[CH2:16][C:15]1[CH:14]=[CH:13][CH:12]=[CH:11][C:10]=1[CH2:9]2)=O.[H-].[H-].[H-].[H-].[Li+].[Al+3], predict the reaction product.